Dataset: Catalyst prediction with 721,799 reactions and 888 catalyst types from USPTO. Task: Predict which catalyst facilitates the given reaction. The catalyst class is: 3. Reactant: [CH2:1]([O:3][C:4](=[O:21])[C:5]1[CH:10]=[CH:9][C:8]([O:11][C:12]2[CH:20]=[CH:19][CH:18]=[C:17]3[C:13]=2[CH2:14][CH2:15][NH:16]3)=[N:7][CH:6]=1)[CH3:2].C(N(CC)CC)C.Br[CH2:30][C:31]([O:33]C(C)(C)C)=[O:32].O. Product: [CH2:1]([O:3][C:4](=[O:21])[C:5]1[CH:10]=[CH:9][C:8]([O:11][C:12]2[CH:20]=[CH:19][CH:18]=[C:17]3[C:13]=2[CH2:14][CH2:15][N:16]3[CH2:30][C:31]([OH:33])=[O:32])=[N:7][CH:6]=1)[CH3:2].